Dataset: Full USPTO retrosynthesis dataset with 1.9M reactions from patents (1976-2016). Task: Predict the reactants needed to synthesize the given product. Given the product [C:23]([C:26]1[CH:31]=[CH:30][C:29]([NH:32][C:33]([NH:20][CH2:19][CH2:18][CH2:17][N:8]2[CH:7]([CH2:6][C:5]3[CH:21]=[CH:22][C:2]([F:1])=[CH:3][CH:4]=3)[CH2:16][C:15]3[C:10](=[CH:11][CH:12]=[CH:13][CH:14]=3)[CH2:9]2)=[O:34])=[CH:28][CH:27]=1)(=[O:25])[CH3:24], predict the reactants needed to synthesize it. The reactants are: [F:1][C:2]1[CH:22]=[CH:21][C:5]([CH2:6][CH:7]2[CH2:16][C:15]3[C:10](=[CH:11][CH:12]=[CH:13][CH:14]=3)[CH2:9][N:8]2[CH2:17][CH2:18][CH2:19][NH2:20])=[CH:4][CH:3]=1.[C:23]([C:26]1[CH:31]=[CH:30][C:29]([N:32]=[C:33]=[O:34])=[CH:28][CH:27]=1)(=[O:25])[CH3:24].